Dataset: Full USPTO retrosynthesis dataset with 1.9M reactions from patents (1976-2016). Task: Predict the reactants needed to synthesize the given product. (1) Given the product [N:8]1[CH:9]=[CH:10][CH:11]=[CH:12][C:7]=1[C:4]1[N:3]=[C:2]([CH2:1][C:18]([O-:20])=[O:19])[O:6][N:5]=1.[Li+:17], predict the reactants needed to synthesize it. The reactants are: [CH3:1][C:2]1[O:6][N:5]=[C:4]([C:7]2[CH:12]=[CH:11][CH:10]=[CH:9][N:8]=2)[N:3]=1.C([Li:17])CCC.[C:18](=[O:20])=[O:19].O. (2) Given the product [Cl:1][C:2]1[C:11]2[C:6](=[CH:7][C:8]([C:12]#[N:13])=[CH:9][CH:10]=2)[C:5]([NH:20][CH2:19][C:18]2[CH:21]=[CH:22][C:23]([CH3:24])=[C:16]([Cl:15])[CH:17]=2)=[N:4][N:3]=1, predict the reactants needed to synthesize it. The reactants are: [Cl:1][C:2]1[C:11]2[C:6](=[CH:7][C:8]([C:12]#[N:13])=[CH:9][CH:10]=2)[C:5](Cl)=[N:4][N:3]=1.[Cl:15][C:16]1[CH:17]=[C:18]([CH:21]=[CH:22][C:23]=1[CH3:24])[CH2:19][NH2:20].C1CCN2C(=NCCC2)CC1. (3) Given the product [Br:7][C:8]1[CH:13]=[CH:12][C:11]([N+:14]([O-:16])=[O:15])=[C:10]([S:25][C:20]2[CH:21]=[CH:22][CH:23]=[CH:24][C:19]=2[F:18])[CH:9]=1, predict the reactants needed to synthesize it. The reactants are: C(=O)([O-])[O-].[Cs+].[Cs+].[Br:7][C:8]1[CH:13]=[CH:12][C:11]([N+:14]([O-:16])=[O:15])=[C:10](F)[CH:9]=1.[F:18][C:19]1[CH:24]=[CH:23][CH:22]=[CH:21][C:20]=1[SH:25].O. (4) Given the product [Cl:9][C:8]1[CH:7]=[CH:6][C:5]2[N:10]=[C:18]([C@@H:17]([OH:16])[CH3:21])[NH:4][C:3]=2[C:2]=1[Cl:1], predict the reactants needed to synthesize it. The reactants are: [Cl:1][C:2]1[C:8]([Cl:9])=[CH:7][CH:6]=[C:5]([N+:10]([O-])=O)[C:3]=1[NH2:4].Cl[Sn]Cl.[OH:16][C@@H:17]([CH3:21])[C:18](O)=O.N. (5) The reactants are: [C:1]([C:5]1[CH:10]=[CH:9][C:8](/[CH:11]=[C:12](/[C:14]2[CH:18]=[C:17]([CH3:19])[N:16]([CH2:20][C:21]3[CH:26]=[CH:25][N:24]=[C:23](Cl)[CH:22]=3)[N:15]=2)\[F:13])=[CH:7][CH:6]=1)([CH3:4])([CH3:3])[CH3:2].[NH:28]1[CH2:33][CH2:32][NH:31][CH2:30][CH2:29]1.O.C(O)=O. Given the product [C:1]([C:5]1[CH:10]=[CH:9][C:8](/[CH:11]=[C:12](/[C:14]2[CH:18]=[C:17]([CH3:19])[N:16]([CH2:20][C:21]3[CH:26]=[CH:25][N:24]=[C:23]([N:28]4[CH2:33][CH2:32][NH:31][CH2:30][CH2:29]4)[CH:22]=3)[N:15]=2)\[F:13])=[CH:7][CH:6]=1)([CH3:4])([CH3:3])[CH3:2], predict the reactants needed to synthesize it. (6) Given the product [Br:30][C:24]1[CH:25]=[CH:26][CH:27]=[C:28]2[C:23]=1[N:22]=[CH:21][C:20]([NH:19][S:15]([C:12]1[CH:13]=[N:14][C:9]([CH2:7][CH3:8])=[CH:10][CH:11]=1)(=[O:17])=[O:16])=[CH:29]2, predict the reactants needed to synthesize it. The reactants are: N1C=CC=CC=1.[CH2:7]([C:9]1[N:14]=[CH:13][C:12]([S:15](Cl)(=[O:17])=[O:16])=[CH:11][CH:10]=1)[CH3:8].[NH2:19][C:20]1[CH:21]=[N:22][C:23]2[C:28]([CH:29]=1)=[CH:27][CH:26]=[CH:25][C:24]=2[Br:30].O. (7) The reactants are: Cl[C:2]#[C:3][CH2:4][O:5][C:6]1[CH:11]=[CH:10][CH:9]=[CH:8][C:7]=1[C:12]([F:15])([F:14])[F:13].S(=O)(=O)(O)[OH:17]. Given the product [F:13][C:12]([F:15])([F:14])[C:7]1[CH:8]=[CH:9][CH:10]=[C:11]2[C:6]=1[O:5][CH2:4][CH2:3][C:2]2=[O:17], predict the reactants needed to synthesize it.